Dataset: Full USPTO retrosynthesis dataset with 1.9M reactions from patents (1976-2016). Task: Predict the reactants needed to synthesize the given product. (1) Given the product [CH2:1]([C:4]1[CH:9]=[CH:8][C:7]([C:14]2[S:18][C:17]([S:19]([N:22]3[CH:26]=[CH:25][CH:24]=[CH:23]3)(=[O:20])=[O:21])=[CH:16][CH:15]=2)=[CH:6][CH:5]=1)[CH2:2][CH3:3], predict the reactants needed to synthesize it. The reactants are: [CH2:1]([C:4]1[CH:9]=[CH:8][C:7](B(O)O)=[CH:6][CH:5]=1)[CH2:2][CH3:3].Br[C:14]1[S:18][C:17]([S:19]([N:22]2[CH:26]=[CH:25][CH:24]=[CH:23]2)(=[O:21])=[O:20])=[CH:16][CH:15]=1. (2) Given the product [F:45][C:43]1[CH:42]=[C:4]([CH:3]=[C:2]([F:1])[CH:44]=1)[CH2:5][N:6]1[CH:10]=[C:9]([C:11]2[C:19]3[C:14](=[N:15][CH:16]=[C:17]([C:20]4[CH:21]=[CH:22][C:23]([F:31])=[C:24]([NH:26][S:27]([CH3:30])(=[O:28])=[O:29])[CH:25]=4)[CH:18]=3)[NH:13][CH:12]=2)[CH:8]=[N:7]1, predict the reactants needed to synthesize it. The reactants are: [F:1][C:2]1[CH:3]=[C:4]([CH:42]=[C:43]([F:45])[CH:44]=1)[CH2:5][N:6]1[CH:10]=[C:9]([C:11]2[C:19]3[C:14](=[N:15][CH:16]=[C:17]([C:20]4[CH:21]=[CH:22][C:23]([F:31])=[C:24]([NH:26][S:27]([CH3:30])(=[O:29])=[O:28])[CH:25]=4)[CH:18]=3)[N:13](S(C3C=CC(C)=CC=3)(=O)=O)[CH:12]=2)[CH:8]=[N:7]1.[OH-].[Li+].